From a dataset of Catalyst prediction with 721,799 reactions and 888 catalyst types from USPTO. Predict which catalyst facilitates the given reaction. Reactant: [NH:1]1[CH:5]=[C:4]([C:6]([O:8][CH2:9][CH3:10])=[O:7])[CH:3]=[N:2]1.C([O-])([O-])=O.[K+].[K+].[CH:17]1[CH:22]=[CH:21][C:20]([CH2:23]Br)=[CH:19][CH:18]=1. Product: [CH2:23]([N:1]1[CH:5]=[C:4]([C:6]([O:8][CH2:9][CH3:10])=[O:7])[CH:3]=[N:2]1)[C:20]1[CH:21]=[CH:22][CH:17]=[CH:18][CH:19]=1. The catalyst class is: 23.